Dataset: Full USPTO retrosynthesis dataset with 1.9M reactions from patents (1976-2016). Task: Predict the reactants needed to synthesize the given product. (1) Given the product [Cl:1][C:2]1[CH:7]=[CH:6][C:5]([C@H:8]2[C@H:13]([OH:14])[C@@H:12]([OH:15])[C@H:11]([OH:16])[C@@H:10]([CH3:17])[O:9]2)=[CH:4][C:3]=1[CH2:19][C:20]1[S:21][C:22]([C:25]2[O:26][CH:27]=[CH:28][CH:29]=2)=[CH:23][N:24]=1, predict the reactants needed to synthesize it. The reactants are: [Cl:1][C:2]1[CH:7]=[CH:6][C:5]([C@H:8]2[C@H:13]([OH:14])[C@@H:12]([OH:15])[C@H:11]([OH:16])[C@@H:10]([CH2:17]I)[O:9]2)=[CH:4][C:3]=1[CH2:19][C:20]1[S:21][C:22]([C:25]2[O:26][CH:27]=[CH:28][CH:29]=2)=[CH:23][N:24]=1.N(CC)CC. (2) Given the product [Cl:13][C:14]1[CH:15]=[C:16]([NH:21][C:22]([NH:12][C:9]2[S:10][CH:11]=[C:7]([CH2:6][N:4]([CH:1]([CH3:3])[CH3:2])[CH3:5])[N:8]=2)=[O:23])[CH:17]=[CH:18][C:19]=1[CH3:20], predict the reactants needed to synthesize it. The reactants are: [CH:1]([N:4]([CH2:6][C:7]1[N:8]=[C:9]([NH2:12])[S:10][CH:11]=1)[CH3:5])([CH3:3])[CH3:2].[Cl:13][C:14]1[CH:15]=[C:16]([N:21]=[C:22]=[O:23])[CH:17]=[CH:18][C:19]=1[CH3:20]. (3) Given the product [Br:1][C:2]1[C:10]2[N:9]=[C:8]([CH3:11])[N:7]([CH2:19][C:20]3[CH:25]=[CH:24][CH:23]=[C:22]([CH3:26])[C:21]=3[CH3:27])[C:6]=2[CH:5]=[C:4]([N:12]2[CH2:17][CH2:16][O:15][CH2:14][CH2:13]2)[CH:3]=1, predict the reactants needed to synthesize it. The reactants are: [Br:1][C:2]1[C:10]2[N:9]=[C:8]([CH3:11])[NH:7][C:6]=2[CH:5]=[C:4]([N:12]2[CH2:17][CH2:16][O:15][CH2:14][CH2:13]2)[CH:3]=1.Br[CH2:19][C:20]1[CH:25]=[CH:24][CH:23]=[C:22]([CH3:26])[C:21]=1[CH3:27].C(=O)([O-])[O-].[K+].[K+].O. (4) Given the product [I:32][C:11]1[CH:20]=[C:19]2[C:14]([CH:15]=[C:16]([C:22]3[CH:27]=[CH:26][CH:25]=[CH:24][C:23]=3[C:28]([F:31])([F:30])[F:29])[NH:17][C:18]2=[O:21])=[CH:13][CH:12]=1, predict the reactants needed to synthesize it. The reactants are: S(=O)(=O)(O)O.N([O-])=O.[Na+].N[C:11]1[CH:20]=[C:19]2[C:14]([CH:15]=[C:16]([C:22]3[CH:27]=[CH:26][CH:25]=[CH:24][C:23]=3[C:28]([F:31])([F:30])[F:29])[NH:17][C:18]2=[O:21])=[CH:13][CH:12]=1.[I-:32].[Na+].C(=O)(O)[O-].[Na+]. (5) Given the product [CH:26]1([C:10]2[C:11]3[CH:12]=[CH:13][C:14]4[C:17](=[O:18])[NH:19][S:20](=[O:22])(=[O:21])[CH2:23][CH:24]=[CH:3][CH2:2][CH2:1][NH:5][C:6](=[O:49])[CH2:7][N:8]([C:16]=3[CH:15]=4)[C:9]=2[C:32]2[CH:33]=[C:34]3[C:39](=[CH:40][CH:41]=2)[N:38]=[C:37]([C:42]2[S:46][C:45]([CH3:47])=[N:44][C:43]=2[CH3:48])[CH:36]=[CH:35]3)[CH2:31][CH2:30][CH2:29][CH2:28][CH2:27]1, predict the reactants needed to synthesize it. The reactants are: [CH2:1]([NH:5][C:6](=[O:49])[CH2:7][N:8]1[C:16]2[C:11](=[CH:12][CH:13]=[C:14]([C:17]([NH:19][S:20]([CH2:23][CH:24]=C)(=[O:22])=[O:21])=[O:18])[CH:15]=2)[C:10]([CH:26]2[CH2:31][CH2:30][CH2:29][CH2:28][CH2:27]2)=[C:9]1[C:32]1[CH:33]=[C:34]2[C:39](=[CH:40][CH:41]=1)[N:38]=[C:37]([C:42]1[S:46][C:45]([CH3:47])=[N:44][C:43]=1[CH3:48])[CH:36]=[CH:35]2)[CH2:2][CH:3]=C.N#N. (6) Given the product [CH3:10][C:11]1([CH3:19])[O:18][CH2:17][C@@H:16]([OH:15])[C@H:14]([NH:9][C@H:7]([C:1]2[CH:6]=[CH:5][CH:4]=[CH:3][CH:2]=2)[CH3:8])[CH2:13][O:12]1, predict the reactants needed to synthesize it. The reactants are: [C:1]1([C@@H:7]([NH2:9])[CH3:8])[CH:6]=[CH:5][CH:4]=[CH:3][CH:2]=1.[CH3:10][C:11]1([CH3:19])[O:18][CH2:17][CH:16]2[CH:14]([O:15]2)[CH2:13][O:12]1.